From a dataset of Full USPTO retrosynthesis dataset with 1.9M reactions from patents (1976-2016). Predict the reactants needed to synthesize the given product. (1) Given the product [CH3:16][O:15][C:9]1[C:10]([N+:12]([O-:14])=[O:13])=[CH:11][C:5]2[O:4][C:3]([CH3:18])([CH3:17])[C@H:2]([OH:1])[C@@H:7]([NH:26][CH2:2][CH2:7][C:6]3[CH:8]=[CH:9][CH:10]=[CH:11][CH:5]=3)[C:6]=2[CH:8]=1, predict the reactants needed to synthesize it. The reactants are: [O:1]1[C@@H:7]2[C@@H:2]1[C:3]([CH3:18])([CH3:17])[O:4][C:5]1[CH:11]=[C:10]([N+:12]([O-:14])=[O:13])[C:9]([O:15][CH3:16])=[CH:8][C:6]=12.Cl([O-])(=O)(=O)=O.[Li+].[Cl-].[NH4+:26]. (2) Given the product [CH3:23][C:20]1[CH:21]=[CH:22][C:17]([C@H:12]([OH:11])[C:13]([F:15])([F:14])[F:16])=[CH:18][N:19]=1, predict the reactants needed to synthesize it. The reactants are: C1([C@H](NC(=O)[O:11][C@@H:12]([C:17]2[CH:18]=[N:19][C:20]([CH3:23])=[CH:21][CH:22]=2)[C:13]([F:16])([F:15])[F:14])C)C=CC=CC=1.[O-]CC.[Na+]. (3) Given the product [C:1]([C:5]1[C:6](=[O:14])[C:7]([CH3:13])=[C:8]([CH3:12])[C:9](=[O:11])[CH:10]=1)([CH3:4])([CH3:2])[CH3:3], predict the reactants needed to synthesize it. The reactants are: [C:1]([C:5]1[C:6]([OH:14])=[C:7]([CH3:13])[C:8]([CH3:12])=[C:9]([OH:11])[CH:10]=1)([CH3:4])([CH3:3])[CH3:2].O=[N+]([O-])[O-].[O-][N+](=O)[O-].[O-][N+](=O)[O-].[O-][N+](=O)[O-].[O-][N+](=O)[O-].[O-][N+](=O)[O-].[Ce+4].[NH4+].[NH4+].CCOC(C)=O.CCCCCCC. (4) Given the product [Cl:19][C:4]1[CH:3]=[C:2]([CH3:1])[C:11]2[C:6](=[CH:7][CH:8]=[C:9]([N+:13]([O-:16])=[O:14])[CH:10]=2)[N:5]=1, predict the reactants needed to synthesize it. The reactants are: [CH3:1][C:2]1[C:11]2[C:6](=[CH:7][CH:8]=[CH:9][CH:10]=2)[NH:5][C:4](=O)[CH:3]=1.[N+:13]([O-:16])(O)=[O:14].P(Cl)(Cl)([Cl:19])=O. (5) Given the product [C:21]([C:23]1[CH:24]=[CH:25][C:26]([C:27]([NH:29][NH:30][C:15](=[O:17])[C@H:14]([NH:13][C:6]2[C:7]3[C:12](=[CH:11][CH:10]=[CH:9][CH:8]=3)[C:3]([C:1]#[N:2])=[CH:4][CH:5]=2)[C@H:18]([OH:20])[CH3:19])=[O:28])=[CH:31][CH:32]=1)#[N:22], predict the reactants needed to synthesize it. The reactants are: [C:1]([C:3]1[C:12]2[C:7](=[CH:8][CH:9]=[CH:10][CH:11]=2)[C:6]([NH:13][C@H:14]([C@H:18]([OH:20])[CH3:19])[C:15]([OH:17])=O)=[CH:5][CH:4]=1)#[N:2].[C:21]([C:23]1[CH:32]=[CH:31][C:26]([C:27]([NH:29][NH2:30])=[O:28])=[CH:25][CH:24]=1)#[N:22].O.ON1C2C=CC=CC=2N=N1.Cl.CN(C)CCCN=C=NCC.C(N(CC)CC)C. (6) Given the product [NH2:16][C:12]1[CH:11]=[C:10]([CH:15]=[CH:14][CH:13]=1)[CH2:9][NH:8][C:6]1[CH:5]=[CH:4][N:3]=[CH:2][CH:7]=1, predict the reactants needed to synthesize it. The reactants are: Cl[C:2]1[CH:7]=[C:6]([NH:8][CH2:9][C:10]2[CH:15]=[CH:14][CH:13]=[C:12]([N+:16]([O-])=O)[CH:11]=2)[CH:5]=[CH:4][N:3]=1.[H][H]. (7) Given the product [Si:1]([O:8][C@@H:9]1[CH2:14][CH2:13][C@H:12]([NH:15][C:45](=[O:47])[C@@H:40]([NH:39][C:29](=[O:30])[O:31][CH2:32][C:33]2[CH:34]=[CH:35][CH:36]=[CH:37][CH:38]=2)[CH2:41][CH2:42][S:43][CH3:44])[C@H:11]([CH2:26][CH2:27][CH3:28])[CH2:10]1)([C:4]([CH3:7])([CH3:6])[CH3:5])([CH3:2])[CH3:3], predict the reactants needed to synthesize it. The reactants are: [Si:1]([O:8][C@@H:9]1[CH2:14][CH2:13][C@H:12]([NH:15]C(=O)OCC2C=CC=CC=2)[C@H:11](/[CH:26]=[CH:27]\[CH3:28])[CH2:10]1)([C:4]([CH3:7])([CH3:6])[CH3:5])([CH3:3])[CH3:2].[C:29]([NH:39][C@H:40]([C:45]([OH:47])=O)[CH2:41][CH2:42][S:43][CH3:44])([O:31][CH2:32][C:33]1[CH:38]=[CH:37][CH:36]=[CH:35][CH:34]=1)=[O:30].CN1CCOCC1.CN([P+](ON1N=NC2C=CC=CC1=2)(N(C)C)N(C)C)C.F[P-](F)(F)(F)(F)F. (8) Given the product [NH2:1][C:2]1[C:3]([C:7](=[N:20][OH:21])[NH:8][C:9]2[CH:14]=[CH:13][C:12]([F:15])=[C:11]([Br:16])[CH:10]=2)=[N:4][S:5][N:6]=1, predict the reactants needed to synthesize it. The reactants are: [NH2:1][C:2]1[C:3]([C:7](SC)=[N:8][C:9]2[CH:14]=[CH:13][C:12]([F:15])=[C:11]([Br:16])[CH:10]=2)=[N:4][S:5][N:6]=1.Cl.[NH2:20][OH:21].C(N(CC)C(C)C)(C)C. (9) Given the product [Br:33][C:31]1[S:30][C:29]([C:34](=[O:35])[NH2:36])=[C:28]([NH:27][C:13](=[O:15])[C@@H:12]2[CH2:16][CH2:17][CH2:18][N:11]2[C:8]2[CH:7]=[CH:6][C:5]([S:2]([CH3:1])(=[O:3])=[O:4])=[CH:10][CH:9]=2)[CH:32]=1, predict the reactants needed to synthesize it. The reactants are: [CH3:1][S:2]([C:5]1[CH:10]=[CH:9][C:8]([N:11]2[CH2:18][CH2:17][CH2:16][C@H:12]2[C:13]([OH:15])=O)=[CH:7][CH:6]=1)(=[O:4])=[O:3].C(Cl)(=O)OCC(C)C.[NH2:27][C:28]1[CH:32]=[C:31]([Br:33])[S:30][C:29]=1[C:34]([NH2:36])=[O:35].C(=O)([O-])O.[Na+]. (10) The reactants are: [CH2:1]([C:4]1([OH:12])[CH2:9][CH2:8][S:7](=[O:11])(=[O:10])[CH2:6][CH2:5]1)[CH:2]=C.N1C(C)=CC=CC=1C.I([O-])(=O)(=O)=[O:22].[Na+].Cl. Given the product [OH:12][C:4]1([CH2:1][CH:2]=[O:22])[CH2:9][CH2:8][S:7](=[O:11])(=[O:10])[CH2:6][CH2:5]1, predict the reactants needed to synthesize it.